Dataset: Forward reaction prediction with 1.9M reactions from USPTO patents (1976-2016). Task: Predict the product of the given reaction. (1) The product is: [NH2:7][C@H:8]1[CH2:11][C@@H:10]([NH:12][C:13]2[C:18]([C:19]#[N:20])=[CH:17][N:16]=[C:15]([NH:21][CH2:22][CH2:23][C:24]3[CH:29]=[CH:28][CH:27]=[C:26]([Cl:30])[CH:25]=3)[N:14]=2)[C:9]1([CH3:32])[CH3:31]. Given the reactants C(OC(=O)[NH:7][C@@H:8]1[CH2:11][C@H:10]([NH:12][C:13]2[C:18]([C:19]#[N:20])=[CH:17][N:16]=[C:15]([NH:21][CH2:22][CH2:23][C:24]3[CH:29]=[CH:28][CH:27]=[C:26]([Cl:30])[CH:25]=3)[N:14]=2)[C:9]1([CH3:32])[CH3:31])(C)(C)C.FC(F)(F)C(O)=O, predict the reaction product. (2) Given the reactants [CH3:1][N:2]1[CH2:7][CH2:6][N:5]([C:8]2[C:13]3[CH2:14][C@H:15]([NH:18][C:19](=[O:39])[C:20]4[CH:25]=[CH:24][C:23]([N:26]5[CH2:31][CH2:30][N:29](CC6C=CC=CC=6)[CH2:28][CH2:27]5)=[CH:22][CH:21]=4)[CH2:16][O:17][C:12]=3[CH:11]=[CH:10][CH:9]=2)[CH2:4][CH2:3]1.C([O-])=O.[NH4+], predict the reaction product. The product is: [CH3:1][N:2]1[CH2:3][CH2:4][N:5]([C:8]2[C:13]3[CH2:14][CH:15]([NH:18][C:19](=[O:39])[C:20]4[CH:21]=[CH:22][C:23]([N:26]5[CH2:27][CH2:28][NH:29][CH2:30][CH2:31]5)=[CH:24][CH:25]=4)[CH2:16][O:17][C:12]=3[CH:11]=[CH:10][CH:9]=2)[CH2:6][CH2:7]1.